This data is from Full USPTO retrosynthesis dataset with 1.9M reactions from patents (1976-2016). The task is: Predict the reactants needed to synthesize the given product. (1) Given the product [C:1]([O:5][C:6]([NH:8][CH:9]([C:13]1[CH:18]=[CH:17][CH:16]=[CH:15][CH:14]=1)[C:10]([O:12][CH:48]1[CH2:49][CH:50]2[N:45]([CH3:44])[CH:46]([CH2:52][CH2:51]2)[CH2:47]1)=[O:11])=[O:7])([CH3:4])([CH3:2])[CH3:3], predict the reactants needed to synthesize it. The reactants are: [C:1]([O:5][C:6]([NH:8][CH:9]([C:13]1[CH:18]=[CH:17][CH:16]=[CH:15][CH:14]=1)[C:10]([OH:12])=[O:11])=[O:7])([CH3:4])([CH3:3])[CH3:2].C(=NC1CCCCC1)=NC1CCCCC1.N1(O)C2C=CC=CC=2N=N1.[CH3:44][N:45]1[CH:50]2[CH2:51][CH2:52][CH:46]1[CH2:47][CH:48](O)[CH2:49]2. (2) The reactants are: C([N:8]1[CH2:13][CH2:12][O:11][CH:10]([CH2:14][NH:15][C:16]([C:18]2[CH:19]=[CH:20][C:21]([NH:27][C:28]3[N:37]=[CH:36][C:35]4[N:34]([CH3:38])[C:33](=[O:39])[C@@H:32]([CH2:40][CH3:41])[N:31]([CH:42]5[CH2:46][CH2:45][CH2:44][CH2:43]5)[C:30]=4[N:29]=3)=[C:22]3[O:26][CH2:25][CH2:24][C:23]=23)=[O:17])[CH2:9]1)C1C=CC=CC=1.[H][H]. Given the product [CH:42]1([N:31]2[C:30]3[N:29]=[C:28]([NH:27][C:21]4[CH:20]=[CH:19][C:18]([C:16]([NH:15][CH2:14][CH:10]5[O:11][CH2:12][CH2:13][NH:8][CH2:9]5)=[O:17])=[C:23]5[C:22]=4[O:26][CH2:25][CH2:24]5)[N:37]=[CH:36][C:35]=3[N:34]([CH3:38])[C:33](=[O:39])[C@H:32]2[CH2:40][CH3:41])[CH2:43][CH2:44][CH2:45][CH2:46]1, predict the reactants needed to synthesize it. (3) Given the product [N+:5]([C:8]1[CH:9]=[CH:10][C:11]([C:14]2[NH:15][C:23](=[O:24])[C:22]([CH:21]([NH:20][C:17](=[O:19])[CH3:18])[CH3:29])=[N:2][N:16]=2)=[CH:12][CH:13]=1)([O-:7])=[O:6], predict the reactants needed to synthesize it. The reactants are: O.[NH2:2]N.Cl.[N+:5]([C:8]1[CH:13]=[CH:12][C:11]([C:14](=[NH:16])[NH2:15])=[CH:10][CH:9]=1)([O-:7])=[O:6].[C:17]([NH:20][CH:21]([CH3:29])[C:22](=O)[C:23](OCC)=[O:24])(=[O:19])[CH3:18]. (4) Given the product [Cl:8][C:6]1[N:5]=[C:4]([O:9][C@H:10]([CH3:14])[CH2:11][O:12][CH3:13])[N:3]=[C:2]([N:31]2[CH2:30][CH2:29][CH:28]([C:27]3[C:20]4[C:21](=[N:22][CH:23]=[CH:24][C:19]=4[O:18][CH3:17])[NH:25][CH:26]=3)[CH2:33][CH2:32]2)[CH:7]=1, predict the reactants needed to synthesize it. The reactants are: Cl[C:2]1[CH:7]=[C:6]([Cl:8])[N:5]=[C:4]([O:9][C@H:10]([CH3:14])[CH2:11][O:12][CH3:13])[N:3]=1.Cl.Cl.[CH3:17][O:18][C:19]1[CH:24]=[CH:23][N:22]=[C:21]2[NH:25][CH:26]=[C:27]([CH:28]3[CH2:33][CH2:32][NH:31][CH2:30][CH2:29]3)[C:20]=12.CCN(C(C)C)C(C)C.